This data is from Forward reaction prediction with 1.9M reactions from USPTO patents (1976-2016). The task is: Predict the product of the given reaction. (1) Given the reactants [NH2:1][N:2]1[N:11]=[C:10]([N:12]2[CH2:17][CH2:16][O:15][CH2:14][CH2:13]2)[C:9]2[C:4](=[CH:5][CH:6]=[CH:7][CH:8]=2)[C:3]1=[O:18].[OH:19][C:20]1[CH:21]=[C:22]([CH2:26][C:27](O)=[O:28])[CH:23]=[CH:24][CH:25]=1, predict the reaction product. The product is: [OH:19][C:20]1[CH:21]=[C:22]([CH2:26][C:27]([NH:1][N:2]2[N:11]=[C:10]([N:12]3[CH2:17][CH2:16][O:15][CH2:14][CH2:13]3)[C:9]3[C:4](=[CH:5][CH:6]=[CH:7][CH:8]=3)[C:3]2=[O:18])=[O:28])[CH:23]=[CH:24][CH:25]=1. (2) Given the reactants Cl[CH2:2][C:3]1[O:7][N:6]=[C:5]([C:8]2[CH:13]=[CH:12][C:11]([Cl:14])=[CH:10][CH:9]=2)[N:4]=1.[F:15][C:16]1[C:21]([OH:22])=[CH:20][CH:19]=[C:18]([F:23])[C:17]=1[C:24]1[NH:28][C:27](=[O:29])[O:26][N:25]=1.C(=O)([O-])[O-].[K+].[K+], predict the reaction product. The product is: [Cl:14][C:11]1[CH:12]=[CH:13][C:8]([C:5]2[N:4]=[C:3]([CH2:2][O:22][C:21]3[C:16]([F:15])=[C:17]([C:24]4[NH:28][C:27](=[O:29])[O:26][N:25]=4)[C:18]([F:23])=[CH:19][CH:20]=3)[O:7][N:6]=2)=[CH:9][CH:10]=1. (3) Given the reactants Br[C:2]1[CH:7]=[CH:6][CH:5]=[CH:4][C:3]=1[CH2:8][CH2:9][C:10]([OH:12])=[O:11].[CH3:13][C:14]1([CH3:30])[C:18]([CH3:20])([CH3:19])[O:17][B:16]([B:16]2[O:17][C:18]([CH3:20])([CH3:19])[C:14]([CH3:30])([CH3:13])[O:15]2)[O:15]1.C([O-])(=O)C.[K+], predict the reaction product. The product is: [CH3:13][C:14]1([CH3:30])[C:18]([CH3:20])([CH3:19])[O:17][B:16]([C:2]2[CH:7]=[CH:6][CH:5]=[CH:4][C:3]=2[CH2:8][CH2:9][C:10]([OH:12])=[O:11])[O:15]1. (4) Given the reactants [Br:1][C:2]1[CH:3]=[C:4](/[C:9](/[F:13])=[CH:10]/[CH:11]=[O:12])[CH:5]=[CH:6][C:7]=1[F:8].CC(=CC)C.[O-:19]Cl=O.[Na+], predict the reaction product. The product is: [Br:1][C:2]1[CH:3]=[C:4](/[C:9](/[F:13])=[CH:10]/[C:11]([OH:19])=[O:12])[CH:5]=[CH:6][C:7]=1[F:8]. (5) Given the reactants BrC1C=CC2OC3C(=O)NC(C4CCN(C(OC(C)(C)C)=O)CC4)=NC=3C=2C=1.[C:29]([C:32]1[O:33][C:34]2[CH:59]=[CH:58][C:57]([Cl:60])=[CH:56][C:35]=2[C:36]=1[NH:37][C:38]([C@@H:40]1[CH2:48][CH:47]2[CH:42]([CH2:43][CH2:44][CH2:45][CH2:46]2)[N:41]1[C:49]([O:51][C:52]([CH3:55])([CH3:54])[CH3:53])=[O:50])=O)(=[O:31])[NH2:30].BrC1C=CC2OC(C(=O)N)=C(NC(C3CCN(C(OC(C)(C)C)=O)CC3)=O)C=2C=1, predict the reaction product. The product is: [Cl:60][C:57]1[CH:58]=[CH:59][C:34]2[O:33][C:32]3[C:29](=[O:31])[NH:30][C:38]([C@@H:40]4[CH2:48][CH:47]5[CH:42]([CH2:43][CH2:44][CH2:45][CH2:46]5)[N:41]4[C:49]([O:51][C:52]([CH3:53])([CH3:54])[CH3:55])=[O:50])=[N:37][C:36]=3[C:35]=2[CH:56]=1. (6) Given the reactants [CH3:1][O:2][C:3]([C:5]1[C:9]([NH:10][C:11](=[O:21])[CH2:12][O:13][C:14]2[CH:19]=[CH:18][C:17](Br)=[CH:16][N:15]=2)=[CH:8][S:7][CH:6]=1)=[O:4].[CH3:22][O:23][C:24]1[CH:29]=[CH:28][CH:27]=[CH:26][C:25]=1B(O)O.C(=O)([O-])[O-].[Cs+].[Cs+], predict the reaction product. The product is: [CH3:1][O:2][C:3]([C:5]1[C:9]([NH:10][C:11](=[O:21])[CH2:12][O:13][C:14]2[CH:19]=[CH:18][C:17]([C:25]3[CH:26]=[CH:27][CH:28]=[CH:29][C:24]=3[O:23][CH3:22])=[CH:16][N:15]=2)=[CH:8][S:7][CH:6]=1)=[O:4].